From a dataset of Peptide-MHC class I binding affinity with 185,985 pairs from IEDB/IMGT. Regression. Given a peptide amino acid sequence and an MHC pseudo amino acid sequence, predict their binding affinity value. This is MHC class I binding data. The peptide sequence is AVWRSATET. The MHC is HLA-B27:05 with pseudo-sequence HLA-B27:05. The binding affinity (normalized) is 0.